This data is from Forward reaction prediction with 1.9M reactions from USPTO patents (1976-2016). The task is: Predict the product of the given reaction. (1) Given the reactants C(OC([N:8]1[CH2:13][CH2:12][CH2:11][CH2:10][CH:9]1[CH2:14][C:15](O)=O)=O)(C)(C)C.[F:18][C:19]1[C:24]([F:25])=[CH:23][CH:22]=[C:21]([NH2:26])[C:20]=1[NH2:27].C(=O)([O-])[O-].[K+].[K+], predict the reaction product. The product is: [F:18][C:19]1[C:20]2[N:27]=[C:15]([CH2:14][CH:9]3[CH2:10][CH2:11][CH2:12][CH2:13][NH:8]3)[NH:26][C:21]=2[CH:22]=[CH:23][C:24]=1[F:25]. (2) Given the reactants C(OC([N:8]1[CH2:13][CH:12]=[C:11](OS(C(F)(F)F)(=O)=O)[CH2:10][CH2:9]1)=O)(C)(C)C.[Cl:22][C:23]1[CH:24]=[C:25](OB(O)O)[CH:26]=[CH:27][C:28]=1[F:29].[Cl-].[Li+].C(=O)([O-])[O-].[Na+].[Na+].C(=O)([O-])O.[Na+], predict the reaction product. The product is: [Cl:22][C:23]1[CH:24]=[C:25]([C:11]2[CH2:10][CH2:9][NH:8][CH2:13][CH:12]=2)[CH:26]=[CH:27][C:28]=1[F:29]. (3) Given the reactants [C:1]([O:5][C:6]([N:8]1[CH2:13][CH2:12][N:11]([C:14]2[CH:19]=[CH:18][C:17]([C:20]#N)=[CH:16][C:15]=2[F:22])[CH2:10][CH2:9]1)=[O:7])([CH3:4])([CH3:3])[CH3:2].[CH:23]1([Mg]Cl)[CH2:27][CH2:26][CH2:25][CH2:24]1.[OH2:30].Cl, predict the reaction product. The product is: [C:1]([O:5][C:6]([N:8]1[CH2:9][CH2:10][N:11]([C:14]2[CH:19]=[CH:18][C:17]([C:20]([CH:23]3[CH2:27][CH2:26][CH2:25][CH2:24]3)=[O:30])=[CH:16][C:15]=2[F:22])[CH2:12][CH2:13]1)=[O:7])([CH3:4])([CH3:3])[CH3:2]. (4) Given the reactants [CH2:1]([N:8]1[C:14](=[O:15])[C:13]2[CH:16]=[CH:17][CH:18]=[CH:19][C:12]=2[S:11][C:10]2[CH:20]=[CH:21][C:22]([C:24]([O:26][CH2:27][C:28]3[CH:33]=[CH:32][CH:31]=[CH:30][CH:29]=3)=[O:25])=[CH:23][C:9]1=2)[C:2]1[CH:7]=[CH:6][CH:5]=[CH:4][CH:3]=1.[OH:34]O, predict the reaction product. The product is: [CH2:1]([N:8]1[C:14](=[O:15])[C:13]2[CH:16]=[CH:17][CH:18]=[CH:19][C:12]=2[S:11](=[O:34])[C:10]2[CH:20]=[CH:21][C:22]([C:24]([O:26][CH2:27][C:28]3[CH:33]=[CH:32][CH:31]=[CH:30][CH:29]=3)=[O:25])=[CH:23][C:9]1=2)[C:2]1[CH:3]=[CH:4][CH:5]=[CH:6][CH:7]=1. (5) Given the reactants [C:1]([C:3]1[C:4]([C:20]([F:23])([F:22])[F:21])=[C:5]2[C:9](=[CH:10][CH:11]=1)[N:8]([CH2:12][C:13](=[NH:16])[NH:14][OH:15])[C:7]([CH2:17][CH2:18][CH3:19])=[CH:6]2)#[N:2].[Cl:24][C:25]1[C:30]([C:31](Cl)=O)=[CH:29][C:28]([Cl:34])=[CH:27][N:26]=1.C(N(CC)CC)C, predict the reaction product. The product is: [Cl:24][C:25]1[C:30]([C:31]2[O:15][N:14]=[C:13]([CH2:12][N:8]3[C:9]4[C:5](=[C:4]([C:20]([F:22])([F:23])[F:21])[C:3]([C:1]#[N:2])=[CH:11][CH:10]=4)[CH:6]=[C:7]3[CH2:17][CH2:18][CH3:19])[N:16]=2)=[CH:29][C:28]([Cl:34])=[CH:27][N:26]=1. (6) The product is: [C:3]([N:40]1[CH2:41][CH2:42][CH:37]([N:30]2[C:31]3[CH:36]=[CH:35][CH:34]=[CH:33][C:32]=3[N:28]([CH2:27][C:17]3[N:16]([CH2:15][CH2:14][CH:8]4[CH2:9][CH2:10][CH2:11][CH2:12][CH2:13]4)[C:20]4[N:21]=[C:22]([C:25]#[N:26])[N:23]=[CH:24][C:19]=4[CH:18]=3)[C:29]2=[O:43])[CH2:38][CH2:39]1)(=[O:5])[CH3:2]. Given the reactants F[C:2](F)(F)[C:3]([OH:5])=O.[CH:8]1([CH2:14][CH2:15][N:16]2[C:20]3[N:21]=[C:22]([C:25]#[N:26])[N:23]=[CH:24][C:19]=3[CH:18]=[C:17]2[CH2:27][N:28]2[C:32]3[CH:33]=[CH:34][CH:35]=[CH:36][C:31]=3[N:30]([CH:37]3[CH2:42][CH2:41][NH:40][CH2:39][CH2:38]3)[C:29]2=[O:43])[CH2:13][CH2:12][CH2:11][CH2:10][CH2:9]1.C(OC(=O)C)(=O)C, predict the reaction product. (7) The product is: [ClH:19].[CH3:10][O:9][C:7]1[CH:8]=[C:3]([O:2][CH3:1])[N:4]=[C:5]([C:11]#[C:12][C:13]2[CH:18]=[CH:17][CH:16]=[CH:15][CH:14]=2)[N:6]=1. Given the reactants [CH3:1][O:2][C:3]1[CH:8]=[C:7]([O:9][CH3:10])[N:6]=[C:5]([C:11]#[C:12][C:13]2[CH:18]=[CH:17][CH:16]=[CH:15][CH:14]=2)[N:4]=1.[ClH:19], predict the reaction product. (8) Given the reactants [CH:1]([Si:4]([CH:19]([CH3:21])[CH3:20])([CH:16]([CH3:18])[CH3:17])[O:5][CH2:6][C:7]1[N:8]=[C:9]2[CH:14]=[CH:13][CH:12]=[CH:11][N:10]2[CH:15]=1)([CH3:3])[CH3:2].[I:22]N1C(=O)CCC1=O.O, predict the reaction product. The product is: [I:22][C:15]1[N:10]2[CH:11]=[CH:12][CH:13]=[CH:14][C:9]2=[N:8][C:7]=1[CH2:6][O:5][Si:4]([CH:1]([CH3:3])[CH3:2])([CH:16]([CH3:18])[CH3:17])[CH:19]([CH3:21])[CH3:20].